This data is from Full USPTO retrosynthesis dataset with 1.9M reactions from patents (1976-2016). The task is: Predict the reactants needed to synthesize the given product. (1) The reactants are: Br[C:2]1[CH:7]=[CH:6][C:5]([O:8][CH3:9])=[C:4]([O:10][CH3:11])[CH:3]=1.C(O[Na])(C)(C)C.[CH3:18][CH:19]([CH3:24])[CH2:20][C:21](=[O:23])[CH3:22]. Given the product [CH3:11][O:10][C:4]1[CH:3]=[C:2]([CH2:22][C:21](=[O:23])[CH2:20][CH:19]([CH3:24])[CH3:18])[CH:7]=[CH:6][C:5]=1[O:8][CH3:9], predict the reactants needed to synthesize it. (2) Given the product [C:1]([O:5][C:6]([N:8]1[CH2:9][CH2:10][CH:11]([C:14]([N:27]2[CH2:28][CH2:29][N:24]([C:21]3[CH:22]=[CH:23][C:18]([F:17])=[C:19]([C:30]4[NH:31][C:32]5[CH:38]=[CH:37][CH:36]=[CH:35][C:33]=5[N:34]=4)[CH:20]=3)[CH2:25][CH2:26]2)=[O:16])[CH2:12][CH2:13]1)=[O:7])([CH3:2])([CH3:3])[CH3:4], predict the reactants needed to synthesize it. The reactants are: [C:1]([O:5][C:6]([N:8]1[CH2:13][CH2:12][CH:11]([C:14]([OH:16])=O)[CH2:10][CH2:9]1)=[O:7])([CH3:4])([CH3:3])[CH3:2].[F:17][C:18]1[CH:23]=[CH:22][C:21]([N:24]2[CH2:29][CH2:28][NH:27][CH2:26][CH2:25]2)=[CH:20][C:19]=1[C:30]1[NH:34][C:33]2[CH:35]=[CH:36][CH:37]=[CH:38][C:32]=2[N:31]=1.CCN(C(C)C)C(C)C. (3) The reactants are: [N:1]1[CH:6]=[CH:5][C:4]([C:7]2[CH:11]=[C:10]([C:12]([O:14]C)=O)[NH:9][N:8]=2)=[CH:3][CH:2]=1.[OH-].[NH4+:17]. Given the product [N:1]1[CH:2]=[CH:3][C:4]([C:7]2[CH:11]=[C:10]([C:12]([NH2:17])=[O:14])[NH:9][N:8]=2)=[CH:5][CH:6]=1, predict the reactants needed to synthesize it. (4) Given the product [C:22]([NH:21][S:18]([C:16]1[CH:15]=[CH:14][CH:13]=[C:12]([C:9]2[CH:8]=[CH:7][C:6]3[CH2:5][CH2:4][CH2:3][C:2](=[O:1])[C:11]=3[CH:10]=2)[N:17]=1)(=[O:20])=[O:19])(=[O:24])[CH3:23], predict the reactants needed to synthesize it. The reactants are: [O:1]=[C:2]1[C:11]2[CH:10]=[C:9]([C:12]3[N:17]=[C:16]([S:18]([NH2:21])(=[O:20])=[O:19])[CH:15]=[CH:14][CH:13]=3)[CH:8]=[CH:7][C:6]=2[CH2:5][CH2:4][CH2:3]1.[C:22](O)(=[O:24])[CH3:23].Cl. (5) Given the product [Al+3:26].[CH2:30]([P:32]([O-:34])[O-:33])[CH3:31].[CH2:37]([P:39]([O-:41])[O-:40])[CH3:38].[CH2:44]([P:46]([O-:48])[O-:47])[CH3:45].[Al+3:26], predict the reactants needed to synthesize it. The reactants are: O.[PH2]([O-])=O.[Na+].C=C.[O-]S(OOS([O-])(=O)=O)(=O)=O.[Na+].[Na+].S(=O)(=O)(O)O.[OH-].[Al+3:26].[OH-].[OH-].[Al+3].[CH2:30]([P:32](CC)(=[O:34])[O-:33])[CH3:31].[CH2:37]([P:39](CC)(=[O:41])[O-:40])[CH3:38].[CH2:44]([P:46](CC)(=[O:48])[O-:47])[CH3:45]. (6) Given the product [NH2:1][C:2]1[C:7]2=[C:8]([C:19]3[S:20][C:21]4[C:27]([O:28][CH3:29])=[CH:26][C:25]([CH3:30])=[CH:24][C:22]=4[CH:23]=3)[C:9]([CH2:11][O:12][CH2:13][C:14]([NH2:31])=[O:16])=[CH:10][N:6]2[N:5]=[CH:4][N:3]=1, predict the reactants needed to synthesize it. The reactants are: [NH2:1][C:2]1[C:7]2=[C:8]([C:19]3[S:20][C:21]4[C:27]([O:28][CH3:29])=[CH:26][C:25]([CH3:30])=[CH:24][C:22]=4[CH:23]=3)[C:9]([CH2:11][O:12][CH2:13][C:14]([O:16]CC)=O)=[CH:10][N:6]2[N:5]=[CH:4][N:3]=1.[NH3:31].